From a dataset of Reaction yield outcomes from USPTO patents with 853,638 reactions. Predict the reaction yield, written as a fraction of the theoretical maximum amount of product (1.0 means a 100% yield; for example, 0.34 means a 34% yield). (1) The reactants are [CH2:1]([O:3][C:4](=[O:29])[C:5](=O)[NH:6][NH:7][C:8]([N:10]1[CH2:15][CH2:14][N:13]([C:16](=[O:27])[C:17]2[CH:22]=[CH:21][CH:20]=[CH:19][C:18]=2[C:23]([F:26])([F:25])[F:24])[CH2:12][CH2:11]1)=[S:9])[CH3:2].CS(O)(=O)=O. The catalyst is C1(C)C=CC=CC=1.CN1CCCC1=O. The product is [CH2:1]([O:3][C:4]([C:5]1[S:9][C:8]([N:10]2[CH2:15][CH2:14][N:13]([C:16](=[O:27])[C:17]3[CH:22]=[CH:21][CH:20]=[CH:19][C:18]=3[C:23]([F:26])([F:25])[F:24])[CH2:12][CH2:11]2)=[N:7][N:6]=1)=[O:29])[CH3:2]. The yield is 0.680. (2) The product is [Br:20][C:21]1[CH:22]=[C:23]2[C:27](=[C:28]([C:30]([O:32][CH2:33][CH3:34])=[O:31])[CH:29]=1)[NH:26][CH:25]=[C:24]2[CH:16]1[CH2:17][CH2:18][S:13][CH2:14][CH2:15]1. The catalyst is C(Cl)Cl. The reactants are [Si](OS(C(F)(F)F)(=O)=O)(C)(C)C.[S:13]1[CH2:18][CH2:17][C:16](=O)[CH2:15][CH2:14]1.[Br:20][C:21]1[CH:22]=[C:23]2[C:27](=[C:28]([C:30]([O:32][CH2:33][CH3:34])=[O:31])[CH:29]=1)[NH:26][CH:25]=[CH:24]2.C([SiH](CC)CC)C. The yield is 0.720. (3) The reactants are [F:1][C:2]([F:17])([F:16])[O:3][C:4]1[CH:9]=[CH:8][C:7]([C:10]2[O:14][C:13](=[O:15])[NH:12][N:11]=2)=[CH:6][CH:5]=1.[Cl:18][C:19]1[N:20]([CH2:27][C@:28]2([CH3:31])[CH2:30][O:29]2)[CH:21]=[C:22]([N+:24]([O-:26])=[O:25])[N:23]=1.C(=O)([O-])[O-].[K+].[K+].O. The catalyst is CN(C=O)C. The product is [Cl:18][C:19]1[N:20]([CH2:27][C@:28]([OH:29])([CH3:30])[CH2:31][N:12]2[N:11]=[C:10]([C:7]3[CH:6]=[CH:5][C:4]([O:3][C:2]([F:1])([F:16])[F:17])=[CH:9][CH:8]=3)[O:14][C:13]2=[O:15])[CH:21]=[C:22]([N+:24]([O-:26])=[O:25])[N:23]=1. The yield is 1.00. (4) The reactants are [F:1][C:2]1[CH:7]=[C:6]([F:8])[CH:5]=[C:4](F)[C:3]=1[N+:10]([O-:12])=[O:11].[CH3:13][NH2:14]. The catalyst is C1COCC1.CCCCCC. The product is [F:1][C:2]1[C:3]([N+:10]([O-:12])=[O:11])=[C:4]([CH:5]=[C:6]([F:8])[CH:7]=1)[NH:14][CH3:13]. The yield is 0.960. (5) The reactants are [CH3:1][S:2]([O:5][C:6]1[CH:11]=[CH:10][C:9]([CH2:12][CH2:13][S:14]C(=O)C)=[CH:8][CH:7]=1)(=[O:4])=[O:3].[H-].[H-].[H-].[H-].[Li+].[Al+3].O.[OH-].[Na+]. The catalyst is C1COCC1. The product is [SH:14][CH2:13][CH2:12][C:9]1[CH:8]=[CH:7][C:6]([O:5][S:2]([CH3:1])(=[O:4])=[O:3])=[CH:11][CH:10]=1. The yield is 0.949. (6) The reactants are [C:1](Cl)([O:3][CH2:4][CH:5]1[C:17]2[C:12](=[CH:13][CH:14]=[CH:15][CH:16]=2)[C:11]2[C:6]1=[CH:7][CH:8]=[CH:9][CH:10]=2)=[O:2].[NH:19]1[CH2:27][CH2:26][CH:22]([C:23]([OH:25])=[O:24])[CH2:21][CH2:20]1.C(=O)([O-])[O-].[Na+].[Na+]. The catalyst is O1CCOCC1.O. The product is [CH:16]1[C:17]2[CH:5]([CH2:4][O:3][C:1]([N:19]3[CH2:27][CH2:26][CH:22]([C:23]([OH:25])=[O:24])[CH2:21][CH2:20]3)=[O:2])[C:6]3[C:11](=[CH:10][CH:9]=[CH:8][CH:7]=3)[C:12]=2[CH:13]=[CH:14][CH:15]=1. The yield is 0.950. (7) The reactants are C([BH3-])#N.[Na+].[C:5]1([N:11]2[CH:15]=[C:14]([CH:16]=O)[CH:13]=[N:12]2)[CH:10]=[CH:9][CH:8]=[CH:7][CH:6]=1.Cl.[NH2:19][CH2:20][C:21]([N:23]1[CH2:28][CH2:27][N:26]([C:29](=[O:41])[C:30]2[CH:35]=[C:34]([F:36])[CH:33]=[CH:32][C:31]=2[C:37]([F:40])([F:39])[F:38])[CH2:25][CH2:24]1)=[O:22]. The catalyst is CO.[Cl-].[Zn+2].[Cl-]. The product is [F:36][C:34]1[CH:33]=[CH:32][C:31]([C:37]([F:39])([F:38])[F:40])=[C:30]([CH:35]=1)[C:29]([N:26]1[CH2:27][CH2:28][N:23]([C:21](=[O:22])[CH2:20][NH:19][CH2:16][C:14]2[CH:13]=[N:12][N:11]([C:5]3[CH:6]=[CH:7][CH:8]=[CH:9][CH:10]=3)[CH:15]=2)[CH2:24][CH2:25]1)=[O:41]. The yield is 0.188. (8) The reactants are [Cl:1][C:2]1[N:7]=[C:6]([C:8]2[S:12][C:11]([CH:13]3[CH2:18][CH2:17][O:16][CH2:15][CH2:14]3)=[N:10][C:9]=2[C:19]2[C:20]([F:26])=[C:21]([CH:23]=[CH:24][CH:25]=2)[NH2:22])[CH:5]=[CH:4][N:3]=1.N1C=CC=CC=1.[F:33][C:34]1[CH:39]=[CH:38][C:37]([F:40])=[CH:36][C:35]=1[S:41](Cl)(=[O:43])=[O:42]. The catalyst is C(Cl)Cl. The product is [Cl:1][C:2]1[N:7]=[C:6]([C:8]2[S:12][C:11]([CH:13]3[CH2:18][CH2:17][O:16][CH2:15][CH2:14]3)=[N:10][C:9]=2[C:19]2[C:20]([F:26])=[C:21]([NH:22][S:41]([C:35]3[CH:36]=[C:37]([F:40])[CH:38]=[CH:39][C:34]=3[F:33])(=[O:43])=[O:42])[CH:23]=[CH:24][CH:25]=2)[CH:5]=[CH:4][N:3]=1. The yield is 0.673. (9) The reactants are C([O:3][C:4]([C:6]1[N:7]=[C:8]([NH:11][C:12](=[O:28])[CH:13]([C:20]2[CH:25]=[CH:24][C:23]([Cl:26])=[C:22]([Cl:27])[CH:21]=2)[CH2:14][CH:15]2[CH2:19][CH2:18][CH2:17][CH2:16]2)[S:9][CH:10]=1)=[O:5])C.[OH-].[Na+]. The catalyst is C(O)C. The product is [CH:15]1([CH2:14][CH:13]([C:20]2[CH:25]=[CH:24][C:23]([Cl:26])=[C:22]([Cl:27])[CH:21]=2)[C:12]([NH:11][C:8]2[S:9][CH:10]=[C:6]([C:4]([OH:5])=[O:3])[N:7]=2)=[O:28])[CH2:19][CH2:18][CH2:17][CH2:16]1. The yield is 0.710. (10) The reactants are [N+](C1C=CC([N:10]([C:14]2[C:19]([F:20])=[C:18]([O:21][CH2:22][C:23]([F:26])([F:25])[F:24])[CH:17]=[C:16]([O:27][CH2:28][C:29]([F:32])([F:31])[F:30])[N:15]=2)[C:11](=O)[O-:12])=CC=1)([O-])=O.[CH3:33][NH:34][C:35]1[CH:40]=[CH:39][C:38]([Br:41])=[CH:37][CH:36]=1.C(O)(=O)C. The catalyst is C1COCC1. The product is [F:20][C:19]1[C:14]([NH:10][C:11](=[O:12])[N:34]([CH3:33])[C:35]2[CH:40]=[CH:39][C:38]([Br:41])=[CH:37][CH:36]=2)=[N:15][C:16]([O:27][CH2:28][C:29]([F:30])([F:32])[F:31])=[CH:17][C:18]=1[O:21][CH2:22][C:23]([F:25])([F:24])[F:26]. The yield is 0.480.